From a dataset of Forward reaction prediction with 1.9M reactions from USPTO patents (1976-2016). Predict the product of the given reaction. (1) Given the reactants [F:1][C:2]1[CH:7]=[CH:6][C:5]([C:8]2[S:12][C:11]([CH:13]3[CH2:18][CH2:17][NH:16][CH2:15][CH2:14]3)=[N:10][C:9]=2[C:19]2[CH:24]=[CH:23][C:22]([O:25][CH3:26])=[CH:21][CH:20]=2)=[CH:4][CH:3]=1.ClC(Cl)(O[C:31](=[O:37])OC(Cl)(Cl)Cl)Cl.C(N(CC)CC)C.Cl.[CH3:47][NH:48][OH:49], predict the reaction product. The product is: [F:1][C:2]1[CH:7]=[CH:6][C:5]([C:8]2[S:12][C:11]([CH:13]3[CH2:14][CH2:15][N:16]([C:31](=[O:37])[N:48]([OH:49])[CH3:47])[CH2:17][CH2:18]3)=[N:10][C:9]=2[C:19]2[CH:20]=[CH:21][C:22]([O:25][CH3:26])=[CH:23][CH:24]=2)=[CH:4][CH:3]=1. (2) Given the reactants [CH2:1]([C:5]1[N:6]([C:16]2[CH:21]=[CH:20][C:19]([CH2:22][CH2:23][N:24]([S:28]([C:31]3[CH:36]=[CH:35][C:34]([CH3:37])=[CH:33][CH:32]=3)(=[O:30])=[O:29])[C:25](=[O:27])[O-:26])=[CH:18][CH:17]=2)[C:7]2[CH:12]=[C:11]([CH3:13])[N:10]=[C:9]([CH3:14])[C:8]=2[N:15]=1)[CH2:2][CH2:3][CH3:4].[CH3:38][C:39]1[CH:40]=[CH:41][C:42]([S:45]([OH:48])(=[O:47])=[O:46])=[CH:43][CH:44]=1, predict the reaction product. The product is: [CH2:1]([C:5]1[N:6]([C:16]2[CH:17]=[CH:18][C:19]([CH2:22][CH2:23][N:24]([S:28]([C:31]3[CH:32]=[CH:33][C:34]([CH3:37])=[CH:35][CH:36]=3)(=[O:29])=[O:30])[C:25](=[O:26])[O-:27])=[CH:20][CH:21]=2)[C:7]2[CH:12]=[C:11]([CH3:13])[N:10]=[C:9]([CH3:14])[C:8]=2[N:15]=1)[CH2:2][CH2:3][CH3:4].[CH3:38][C:39]1[CH:44]=[CH:43][C:42]([S:45]([OH:48])(=[O:47])=[O:46])=[CH:41][CH:40]=1. (3) Given the reactants [O:1]1[CH2:6][CH2:5][N:4]([C:7]2[CH:8]=[N:9][C:10]3[C:15]([N:16]=2)=[CH:14][C:13]([C:17]([C:19]2[CH:20]=[C:21]([NH:25]C(=O)C(C)(C)C)[CH:22]=[CH:23][CH:24]=2)=[O:18])=[CH:12][CH:11]=3)[CH2:3][CH2:2]1.Cl.[OH-].[Na+], predict the reaction product. The product is: [NH2:25][C:21]1[CH:20]=[C:19]([C:17]([C:13]2[CH:14]=[C:15]3[C:10](=[CH:11][CH:12]=2)[N:9]=[CH:8][C:7]([N:4]2[CH2:3][CH2:2][O:1][CH2:6][CH2:5]2)=[N:16]3)=[O:18])[CH:24]=[CH:23][CH:22]=1.